Task: Regression. Given a peptide amino acid sequence and an MHC pseudo amino acid sequence, predict their binding affinity value. This is MHC class II binding data.. Dataset: Peptide-MHC class II binding affinity with 134,281 pairs from IEDB (1) The peptide sequence is YGIIVPVLTSLFNKV. The MHC is DRB1_0802 with pseudo-sequence DRB1_0802. The binding affinity (normalized) is 0.383. (2) The peptide sequence is FPKEVWEQIFSTWLL. The MHC is HLA-DQA10401-DQB10402 with pseudo-sequence HLA-DQA10401-DQB10402. The binding affinity (normalized) is 0.185. (3) The peptide sequence is VNPIASTNDDEVLIE. The MHC is HLA-DQA10501-DQB10302 with pseudo-sequence HLA-DQA10501-DQB10302. The binding affinity (normalized) is 0.315. (4) The peptide sequence is YDKFLANRSTVLTGK. The MHC is DRB1_0802 with pseudo-sequence DRB1_0802. The binding affinity (normalized) is 0.481. (5) The peptide sequence is SLFFSAQPFEITAST. The MHC is DRB1_1101 with pseudo-sequence DRB1_1101. The binding affinity (normalized) is 0.232.